Dataset: Forward reaction prediction with 1.9M reactions from USPTO patents (1976-2016). Task: Predict the product of the given reaction. (1) Given the reactants Cl.O.[OH:3][C:4]12[C:15]3[C:10](=[CH:11][CH:12]=[CH:13][C:14]=3[N+:16]([O-])=O)[C:9](=[O:19])[C:8]1([NH:20][C:21]([C:23]1[CH:24]=[N:25][C:26]3[N:27]([N:30]=[CH:31][CH:32]=3)[C:28]=1[CH3:29])=[O:22])[C:7]1[CH:33]=[CH:34][C:35]([CH:37]([CH3:39])[CH3:38])=[CH:36][C:6]=1[O:5]2, predict the reaction product. The product is: [NH2:16][C:14]1[CH:13]=[CH:12][CH:11]=[C:10]2[C:15]=1[C:4](=[O:3])[C:8]1([NH:20][C:21]([C:23]3[CH:24]=[N:25][C:26]4[N:27]([N:30]=[CH:31][CH:32]=4)[C:28]=3[CH3:29])=[O:22])[C:7]3[CH:33]=[CH:34][C:35]([CH:37]([CH3:38])[CH3:39])=[CH:36][C:6]=3[O:5][C:9]12[OH:19]. (2) Given the reactants C([O:8][C:9]1[CH:14]=[CH:13][C:12]([C:15]2[N:16]=[CH:17][N:18]([C:20]([N:22]([CH:24]3[CH2:29][CH2:28][N:27]([CH2:30][C:31]4[CH:36]=[CH:35][CH:34]=[C:33]([O:37][CH3:38])[CH:32]=4)[CH2:26][CH2:25]3)[CH3:23])=[O:21])[CH:19]=2)=[CH:11][CH:10]=1)C1C=CC=CC=1.Br.C([O-])([O-])=O.[Na+].[Na+], predict the reaction product. The product is: [OH:8][C:9]1[CH:10]=[CH:11][C:12]([C:15]2[N:16]=[CH:17][N:18]([C:20]([N:22]([CH:24]3[CH2:29][CH2:28][N:27]([CH2:30][C:31]4[CH:36]=[CH:35][CH:34]=[C:33]([O:37][CH3:38])[CH:32]=4)[CH2:26][CH2:25]3)[CH3:23])=[O:21])[CH:19]=2)=[CH:13][CH:14]=1. (3) The product is: [C:15]1([CH:11]([C:10]2[CH:9]=[N:8][C:7]([C:1]3[CH:2]=[CH:3][CH:4]=[CH:5][CH:6]=3)=[CH:14][CH:13]=2)[OH:12])[CH:20]=[CH:19][CH:18]=[CH:17][CH:16]=1. Given the reactants [C:1]1([C:7]2[CH:14]=[CH:13][C:10]([CH:11]=[O:12])=[CH:9][N:8]=2)[CH:6]=[CH:5][CH:4]=[CH:3][CH:2]=1.[C:15]1([Mg]Br)[CH:20]=[CH:19][CH:18]=[CH:17][CH:16]=1, predict the reaction product. (4) Given the reactants CC(=O)CC(=O)C.O.[OH-].[Ba+2:10].[OH-].C(O)CCC.[C:17]([OH:21])(=[O:20])[CH2:18][CH3:19], predict the reaction product. The product is: [C:17]([O-:21])(=[O:20])[CH2:18][CH3:19].[Ba+2:10].[C:17]([O-:21])(=[O:20])[CH2:18][CH3:19]. (5) Given the reactants [C:1]([O:5][C:6](=[O:26])[NH:7][C@@H:8]([CH3:25])[CH2:9][N:10]1[C:18]2[C:13](=[CH:14][CH:15]=[C:16]3[O:22][CH2:21][C@H:20]([CH2:23][NH2:24])[O:19][C:17]3=2)[CH:12]=[N:11]1)([CH3:4])([CH3:3])[CH3:2].CN(C)C.[CH3:31][S:32](O[S:32]([CH3:31])(=[O:34])=[O:33])(=[O:34])=[O:33], predict the reaction product. The product is: [C:1]([O:5][C:6](=[O:26])[NH:7][C@@H:8]([CH3:25])[CH2:9][N:10]1[C:18]2[C:13](=[CH:14][CH:15]=[C:16]3[O:22][CH2:21][C@H:20]([CH2:23][NH:24][S:32]([CH3:31])(=[O:34])=[O:33])[O:19][C:17]3=2)[CH:12]=[N:11]1)([CH3:4])([CH3:2])[CH3:3]. (6) Given the reactants Cl.CN(C)CCCN=C=NCC.[Br:13][C:14]1[C:15]([NH:30][C:31]2[CH:36]=[CH:35][C:34]([F:37])=[CH:33][CH:32]=2)=[N:16][C:17]([NH:20][C:21]2[CH:26]=[CH:25][C:24]([C:27](O)=[O:28])=[CH:23][CH:22]=2)=[N:18][CH:19]=1.[NH2:38][CH2:39][CH2:40][CH2:41][N:42]1[CH2:46][CH2:45][CH2:44][C:43]1=[O:47].ON1C2C=CC=CC=2N=N1.[Cl-].[Na+], predict the reaction product. The product is: [Br:13][C:14]1[C:15]([NH:30][C:31]2[CH:32]=[CH:33][C:34]([F:37])=[CH:35][CH:36]=2)=[N:16][C:17]([NH:20][C:21]2[CH:22]=[CH:23][C:24]([C:27](=[O:28])[NH:38][CH2:39][CH2:40][CH2:41][N:42]3[CH2:46][CH2:45][CH2:44][C:43]3=[O:47])=[CH:25][CH:26]=2)=[N:18][CH:19]=1. (7) Given the reactants [Cl:1][C:2]1[CH:7]=[CH:6][C:5]([C:8]2[C:12]3[CH2:13][N:14]([C:17](=[O:19])[CH3:18])[CH2:15][CH2:16][C:11]=3[NH:10][N:9]=2)=[CH:4][C:3]=1[N+:20]([O-:22])=[O:21].[C:23](=O)([O-])[O-].[Cs+].[Cs+].C([CH:31]1[O:33][CH2:32]1)Cl, predict the reaction product. The product is: [Cl:1][C:2]1[CH:7]=[CH:6][C:5]([C:8]2[C:12]3[CH:13]([CH3:23])[N:14]([C:17](=[O:19])[CH3:18])[CH2:15][CH2:16][C:11]=3[N:10]([CH:32]3[CH2:31][O:33]3)[N:9]=2)=[CH:4][C:3]=1[N+:20]([O-:22])=[O:21].